Dataset: Catalyst prediction with 721,799 reactions and 888 catalyst types from USPTO. Task: Predict which catalyst facilitates the given reaction. (1) Reactant: [F:1][C:2]1[CH:7]=[CH:6][C:5]([NH:8][C:9]2[C:14]([C:15]3[CH:20]=[CH:19][N:18]=[CH:17][N:16]=3)=[CH:13][CH:12]=[CH:11][N:10]=2)=[CH:4][C:3]=1[N+:21]([O-])=O. Product: [F:1][C:2]1[CH:7]=[CH:6][C:5]([NH:8][C:9]2[C:14]([C:15]3[CH:20]=[CH:19][N:18]=[CH:17][N:16]=3)=[CH:13][CH:12]=[CH:11][N:10]=2)=[CH:4][C:3]=1[NH2:21]. The catalyst class is: 123. (2) Reactant: [C:1]([N:4]1[C:13]2[C:8](=[CH:9][C:10](Br)=[CH:11][CH:12]=2)[C@H:7]([NH:15][C:16](=[O:25])[O:17][CH2:18][C:19]2[CH:24]=[CH:23][CH:22]=[CH:21][CH:20]=2)[C@@H:6]([CH3:26])[C@@H:5]1[CH:27]1[CH2:29][CH2:28]1)(=[O:3])[CH3:2].O.[CH3:31][O:32][CH2:33][CH2:34][N:35]1[CH:39]=[C:38](B2OC(C)(C)C(C)(C)O2)[CH:37]=[N:36]1.C(=O)([O-])[O-].[K+].[K+]. Product: [C:1]([N:4]1[C:13]2[C:8](=[CH:9][C:10]([C:38]3[CH:37]=[N:36][N:35]([CH2:34][CH2:33][O:32][CH3:31])[CH:39]=3)=[CH:11][CH:12]=2)[C@H:7]([NH:15][C:16](=[O:25])[O:17][CH2:18][C:19]2[CH:24]=[CH:23][CH:22]=[CH:21][CH:20]=2)[C@@H:6]([CH3:26])[C@@H:5]1[CH:27]1[CH2:29][CH2:28]1)(=[O:3])[CH3:2]. The catalyst class is: 75. (3) Reactant: Cl[C:2]1[N:7]=[C:6]([NH:8][C:9]2[CH:10]=[C:11]3[C:15](=[CH:16][CH:17]=2)[NH:14][N:13]=[CH:12]3)[C:5]([F:18])=[CH:4][N:3]=1.[CH3:19][O:20][C:21]1[CH:22]=[C:23]2[C:27](=[CH:28][CH:29]=1)[CH2:26][NH:25][CH2:24]2.CCN(C(C)C)C(C)C. Product: [F:18][C:5]1[C:6]([NH:8][C:9]2[CH:10]=[C:11]3[C:15](=[CH:16][CH:17]=2)[NH:14][N:13]=[CH:12]3)=[N:7][C:2]([N:25]2[CH2:24][C:23]3[C:27](=[CH:28][CH:29]=[C:21]([O:20][CH3:19])[CH:22]=3)[CH2:26]2)=[N:3][CH:4]=1. The catalyst class is: 10.